This data is from Catalyst prediction with 721,799 reactions and 888 catalyst types from USPTO. The task is: Predict which catalyst facilitates the given reaction. (1) Reactant: Cl[C:2]1[CH:7]=[CH:6][C:5]([N+:8]([O-:10])=[O:9])=[CH:4][N:3]=1.[CH3:11][C:12]1([CH3:22])[CH2:16][C:15]2=[C:17]([OH:21])[CH:18]=[CH:19][CH:20]=[C:14]2[O:13]1.C(=O)([O-])[O-].[K+].[K+]. Product: [CH3:11][C:12]1([CH3:22])[CH2:16][C:15]2[C:17]([O:21][C:2]3[CH:7]=[CH:6][C:5]([N+:8]([O-:10])=[O:9])=[CH:4][N:3]=3)=[CH:18][CH:19]=[CH:20][C:14]=2[O:13]1. The catalyst class is: 9. (2) Reactant: [Cl:1][C:2]1[CH:7]=[CH:6][C:5](/[CH:8]=[CH:9]/[C:10]([OH:12])=O)=[C:4]([CH2:13][N:14]2[N:18]=[N:17][C:16]([CH3:19])=[N:15]2)[CH:3]=1.[CH3:20][C:21]1[N:22]=[N:23][N:24]([CH:26]2[CH2:31][CH2:30][NH:29][CH2:28][CH2:27]2)[N:25]=1.CCN(C(C)C)C(C)C.C(P1(=O)OP(CCC)(=O)OP(CCC)(=O)O1)CC. Product: [Cl:1][C:2]1[CH:7]=[CH:6][C:5](/[CH:8]=[CH:9]/[C:10]([N:29]2[CH2:30][CH2:31][CH:26]([N:24]3[N:23]=[N:22][C:21]([CH3:20])=[N:25]3)[CH2:27][CH2:28]2)=[O:12])=[C:4]([CH2:13][N:14]2[N:18]=[N:17][C:16]([CH3:19])=[N:15]2)[CH:3]=1. The catalyst class is: 3. (3) The catalyst class is: 1. Reactant: [Cl:1][C:2]1[C:7]2[N:8]=[C:9]([N:11]3[C:15](=[O:16])[CH:14]=[C:13]([C:17]4[CH:22]=[CH:21][CH:20]=[CH:19][CH:18]=4)[NH:12]3)[S:10][C:6]=2[CH:5]=[CH:4][CH:3]=1.CO[CH:25](OC)[N:26]([CH3:28])[CH3:27]. Product: [Cl:1][C:2]1[C:7]2[N:8]=[C:9]([N:11]3[C:15](=[O:16])[C:14](=[CH:25][N:26]([CH3:28])[CH3:27])[C:13]([C:17]4[CH:22]=[CH:21][CH:20]=[CH:19][CH:18]=4)=[N:12]3)[S:10][C:6]=2[CH:5]=[CH:4][CH:3]=1. (4) Reactant: [Cl:1][C:2]1[CH:7]=[C:6]([C:8]([F:11])([F:10])[F:9])[CH:5]=[CH:4][C:3]=1[C:12]#[C:13][C:14]([OH:16])=O.[CH:17]1([CH2:20][N:21]([CH2:34][CH2:35][CH3:36])[CH2:22][CH2:23][O:24][C:25]2[CH:30]=[CH:29][C:28]([NH2:31])=[CH:27][C:26]=2[O:32][CH3:33])[CH2:19][CH2:18]1.Cl. Product: [ClH:1].[CH:17]1([CH2:20][N:21]([CH2:34][CH2:35][CH3:36])[CH2:22][CH2:23][O:24][C:25]2[CH:30]=[CH:29][C:28]([NH:31][C:14](=[O:16])[C:13]#[C:12][C:3]3[CH:4]=[CH:5][C:6]([C:8]([F:9])([F:10])[F:11])=[CH:7][C:2]=3[Cl:1])=[CH:27][C:26]=2[O:32][CH3:33])[CH2:19][CH2:18]1. The catalyst class is: 98.